From a dataset of Catalyst prediction with 721,799 reactions and 888 catalyst types from USPTO. Predict which catalyst facilitates the given reaction. Reactant: Cl.[Cl:2][C:3]1[CH:4]=[CH:5][C:6]([O:14][CH2:15][CH:16]([CH3:18])[CH3:17])=[C:7]([CH2:9][C:10](=[NH:13])[O:11][CH3:12])[CH:8]=1.[CH:19](N(C(C)C)CC)(C)C.Cl.N[CH:30]([C:33]([OH:35])=[O:34])CO. Product: [Cl:2][C:3]1[CH:4]=[CH:5][C:6]([O:14][CH2:15][CH:16]([CH3:18])[CH3:17])=[C:7]([CH2:9][C:10]2[O:11][CH2:12][CH:30]([C:33]([O:35][CH3:19])=[O:34])[N:13]=2)[CH:8]=1. The catalyst class is: 2.